Dataset: Full USPTO retrosynthesis dataset with 1.9M reactions from patents (1976-2016). Task: Predict the reactants needed to synthesize the given product. (1) Given the product [F:1][C:2]1[CH:3]=[CH:4][C:5]([CH:6]2[CH:26]([C:22]3[N:21]([CH3:20])[CH:25]=[N:24][N:23]=3)[C:29](=[O:28])[C:30]3[C:13]([C:12]([O:11][CH2:10][CH3:9])=[O:17])=[CH:14][CH:15]=[CH:16][C:8]=3[NH:7]2)=[CH:18][CH:19]=1, predict the reactants needed to synthesize it. The reactants are: [F:1][C:2]1[CH:19]=[CH:18][C:5](/[CH:6]=[N:7]/[C:8]2[CH:16]=[CH:15][CH:14]=[C:13]3[C:9]=2[CH2:10][O:11][C:12]3=[O:17])=[CH:4][CH:3]=1.[CH3:20][N:21]1[CH:25]=[N:24][N:23]=[C:22]1[CH:26]=O.[O-:28][CH2:29][CH3:30].[Na+].C(O)C. (2) Given the product [C:1]([O:5][C:6]([CH:7]1[CH:23]([C:19]2[CH:20]=[CH:21][CH:22]=[C:17]([Cl:16])[C:18]=2[F:34])[C:24]([C:27]2[CH:28]=[CH:29][C:30]([Cl:33])=[CH:31][CH:32]=2)([C:25]#[N:26])[CH:9]([CH2:10][C:11]([CH3:14])([CH3:13])[CH3:12])[NH:8]1)=[O:15])([CH3:4])([CH3:3])[CH3:2], predict the reactants needed to synthesize it. The reactants are: [C:1]([O:5][C:6](=[O:15])[CH2:7]/[N:8]=[CH:9]/[CH2:10][C:11]([CH3:14])([CH3:13])[CH3:12])([CH3:4])([CH3:3])[CH3:2].[Cl:16][C:17]1[C:18]([F:34])=[C:19](/[CH:23]=[C:24](/[C:27]2[CH:32]=[CH:31][C:30]([Cl:33])=[CH:29][CH:28]=2)\[C:25]#[N:26])[CH:20]=[CH:21][CH:22]=1.C(N(CC)CC)C. (3) Given the product [CH2:1]([O:3][C:4]1[CH:9]=[CH:8][C:7]([NH2:10])=[CH:6][C:5]=1[O:13][CH3:14])[CH3:2], predict the reactants needed to synthesize it. The reactants are: [CH2:1]([O:3][C:4]1[CH:9]=[CH:8][C:7]([N+:10]([O-])=O)=[CH:6][C:5]=1[O:13][CH3:14])[CH3:2].CCO. (4) Given the product [F:1][C:2]1[CH:3]=[CH:4][C:5]([C:8]2[S:9][CH:10]=[C:11]([C:13]([CH3:17])([CH3:16])[CH2:14][NH:15][C:28](=[O:29])[C:27]3[CH:31]=[CH:32][CH:33]=[C:25]([C:22]4[N:21]=[C:20]([C:19]([F:35])([F:34])[F:18])[O:24][N:23]=4)[CH:26]=3)[N:12]=2)=[CH:6][CH:7]=1, predict the reactants needed to synthesize it. The reactants are: [F:1][C:2]1[CH:7]=[CH:6][C:5]([C:8]2[S:9][CH:10]=[C:11]([C:13]([CH3:17])([CH3:16])[CH2:14][NH2:15])[N:12]=2)=[CH:4][CH:3]=1.[F:18][C:19]([F:35])([F:34])[C:20]1[O:24][N:23]=[C:22]([C:25]2[CH:26]=[C:27]([CH:31]=[CH:32][CH:33]=2)[C:28](O)=[O:29])[N:21]=1. (5) Given the product [CH2:42]([O:41][C:39](=[O:40])[CH:38]=[CH:16][CH2:15][CH2:14][C@@H:4]1[CH2:3][C:2]([F:18])([F:1])[CH2:6][N:5]1[C:7]([O:9][C:10]([CH3:13])([CH3:12])[CH3:11])=[O:8])[CH3:43], predict the reactants needed to synthesize it. The reactants are: [F:1][C:2]1([F:18])[CH2:6][N:5]([C:7]([O:9][C:10]([CH3:13])([CH3:12])[CH3:11])=[O:8])[C@H:4]([CH2:14][CH2:15][CH:16]=O)[CH2:3]1.C1(P(=[CH:38][C:39]([O:41][CH2:42][CH3:43])=[O:40])(C2C=CC=CC=2)C2C=CC=CC=2)C=CC=CC=1.